This data is from Full USPTO retrosynthesis dataset with 1.9M reactions from patents (1976-2016). The task is: Predict the reactants needed to synthesize the given product. (1) Given the product [CH3:32][C:29]1[CH:28]=[C:27]([C:33]2[CH:38]=[CH:37][C:36]([C:39]([F:42])([F:41])[F:40])=[CH:35][CH:34]=2)[C:26]([C:24]([NH:23][C:20]2[CH:21]=[CH:22][C:17]([O:13][CH2:8][CH2:7][C:2]3[CH:3]=[CH:4][CH:5]=[CH:6][N:1]=3)=[C:18]([N+:43]([O-:45])=[O:44])[CH:19]=2)=[O:25])=[CH:31][CH:30]=1, predict the reactants needed to synthesize it. The reactants are: [N:1]1[CH:6]=[CH:5][CH:4]=[CH:3][C:2]=1[CH:7](O)[CH3:8].CC(C)([O-:13])C.[K+].F[C:17]1[CH:22]=[CH:21][C:20]([NH:23][C:24]([C:26]2[C:27]([C:33]3[CH:38]=[CH:37][C:36]([C:39]([F:42])([F:41])[F:40])=[CH:35][CH:34]=3)=[CH:28][C:29]([CH3:32])=[CH:30][CH:31]=2)=[O:25])=[CH:19][C:18]=1[N+:43]([O-:45])=[O:44].C(OCC)(=O)C. (2) Given the product [N+:11]([C:8]1[CH:7]=[C:3]2[C:2](=[CH:10][CH:9]=1)[NH:1][C:15](=[O:16])[NH:14][C:4]2=[O:6])([O-:13])=[O:12], predict the reactants needed to synthesize it. The reactants are: [NH2:1][C:2]1[CH:10]=[CH:9][C:8]([N+:11]([O-:13])=[O:12])=[CH:7][C:3]=1[C:4]([OH:6])=O.[NH2:14][C:15](N)=[O:16].